From a dataset of Catalyst prediction with 721,799 reactions and 888 catalyst types from USPTO. Predict which catalyst facilitates the given reaction. (1) Reactant: FC(F)(F)S([O-])(=O)=O.[CH2:9]([N+:16]1[C:29]2[C:24](=[CH:25][CH:26]=[CH:27][CH:28]=2)[C:23]([C:30]([O:32][CH3:33])=[O:31])=[C:22]2[C:17]=1[CH:18]=[CH:19][CH:20]=[CH:21]2)[C:10]1[CH:15]=[CH:14][CH:13]=[CH:12][CH:11]=1.[Cl-].[NH4+]. Product: [CH2:9]([N:16]1[C:17]2[C:22](=[CH:21][CH:20]=[CH:19][CH:18]=2)[CH:23]([C:30]([O:32][CH3:33])=[O:31])[C:24]2[CH:25]=[CH:26][CH:27]=[CH:28][C:29]1=2)[C:10]1[CH:11]=[CH:12][CH:13]=[CH:14][CH:15]=1. The catalyst class is: 490. (2) Reactant: [NH2:1][CH:2]([C:5]1[CH:10]=[CH:9][C:8]([O:11][CH3:12])=[CH:7][CH:6]=1)[CH2:3][OH:4].[C:13]([N:17]=[C:18]=[S:19])([CH3:16])([CH3:15])[CH3:14]. Product: [C:13]([NH:17][C:18]([NH:1][CH:2]([C:5]1[CH:10]=[CH:9][C:8]([O:11][CH3:12])=[CH:7][CH:6]=1)[CH2:3][OH:4])=[S:19])([CH3:16])([CH3:15])[CH3:14]. The catalyst class is: 40. (3) Reactant: N[C:2]1[C:3]([Cl:8])=[N:4][CH:5]=[CH:6][CH:7]=1.[F:9][C:10]([F:14])([F:13])[CH2:11][OH:12].CS(O)(=O)=O.C(ON=O)(C)(C)C.[OH-].[Na+]. Product: [Cl:8][C:3]1[C:2]([O:12][CH2:11][C:10]([F:14])([F:13])[F:9])=[CH:7][CH:6]=[CH:5][N:4]=1. The catalyst class is: 196. (4) Reactant: [C:1]([C@:4]1([CH2:38][OH:39])[O:10][C@@:8]([O:11][C:12]2[CH:17]=[CH:16][C:15]([CH:18]([C:20]3[CH:25]=[CH:24][CH:23]=[CH:22][N:21]=3)O)=[CH:14][CH:13]=2)([OH:9])[C@:7]([C:27](=[O:29])[CH3:28])([OH:26])[C@@:6]([C:31](=[O:33])[CH3:32])([OH:30])[C@@:5]1([C:35](=[O:37])[CH3:36])[OH:34])(=[O:3])[CH3:2].O=S(Cl)[Cl:42]. Product: [C:1]([C@:4]1([CH2:38][OH:39])[O:10][C@@:8]([O:11][C:12]2[CH:17]=[CH:16][C:15]([CH:18]([C:20]3[CH:25]=[CH:24][CH:23]=[CH:22][N:21]=3)[Cl:42])=[CH:14][CH:13]=2)([OH:9])[C@:7]([C:27](=[O:29])[CH3:28])([OH:26])[C@@:6]([C:31](=[O:33])[CH3:32])([OH:30])[C@@:5]1([C:35](=[O:37])[CH3:36])[OH:34])(=[O:3])[CH3:2]. The catalyst class is: 2.